Dataset: Forward reaction prediction with 1.9M reactions from USPTO patents (1976-2016). Task: Predict the product of the given reaction. (1) Given the reactants ClCC1C=CC(C#N)=CC=1.Br[CH2:12][C:13]1[CH:14]=[C:15]([CH:20]=[CH:21][CH:22]=1)[C:16]([O:18][CH3:19])=[O:17].[CH2:23]([NH:30][C:31]([C:33]1[S:37][C:36]([N:38]2[CH2:42][CH2:41][NH:40][C:39]2=[O:43])=[N:35][C:34]=1[CH3:44])=[O:32])[C:24]1[CH:29]=[CH:28][CH:27]=[CH:26][CH:25]=1, predict the reaction product. The product is: [CH2:23]([NH:30][C:31]([C:33]1[S:37][C:36]([N:38]2[CH2:42][CH2:41][N:40]([CH2:12][C:13]3[CH:14]=[C:15]([CH:20]=[CH:21][CH:22]=3)[C:16]([O:18][CH3:19])=[O:17])[C:39]2=[O:43])=[N:35][C:34]=1[CH3:44])=[O:32])[C:24]1[CH:29]=[CH:28][CH:27]=[CH:26][CH:25]=1. (2) Given the reactants [Br:1][C:2]1[C:7]([C:8]2[C:13]([F:14])=[CH:12][C:11]([F:15])=[CH:10][C:9]=2[F:16])=[C:6](Br)[N:5]2[N:18]=[CH:19][N:20]=[C:4]2[N:3]=1.Cl.[F:22][C:23]([F:28])([F:27])[C@@H:24]([NH2:26])[CH3:25].C(N(C(C)C)CC)(C)C.O, predict the reaction product. The product is: [Br:1][C:2]1[C:7]([C:8]2[C:13]([F:14])=[CH:12][C:11]([F:15])=[CH:10][C:9]=2[F:16])=[C:6]([NH:26][C@@H:24]([CH3:25])[C:23]([F:28])([F:27])[F:22])[N:5]2[N:18]=[CH:19][N:20]=[C:4]2[N:3]=1. (3) Given the reactants [N:1]1[CH2:2][N:3]=[C:4]([CH2:6][CH2:7][NH2:8])[CH:5]=1.CO[O:11][CH2:12][C@H:13]1[O:17][C@@:16](C(C2C=CC=CC=2)(C2C=CC=CC=2)C2C=CC=CC=2)([N:18]2[CH:26]=[N:25][C:24]3[C:19]2=[N:20][CH:21]=[N:22][C:23]=3S(C)(=O)=O)[C@:15]([CH3:51])([OH:50])[C@@H:14]1[OH:52], predict the reaction product. The product is: [CH3:51][C@@:15]1([OH:50])[C@H:14]([OH:52])[C@@H:13]([CH2:12][OH:11])[O:17][C@H:16]1[N:18]1[CH:26]=[N:25][C:24]2[C:19]1=[N:20][CH:21]=[N:22][C:23]=2[NH:8][CH2:7][CH2:6][C:4]1[N:3]=[CH:2][NH:1][CH:5]=1. (4) Given the reactants [N+:1]([C:4]1[CH:9]=[CH:8][C:7]([O:10][C:11](=[O:30])[CH2:12][O:13][CH2:14][CH2:15][O:16][CH2:17][C:18]([O:20][C:21]2[CH:26]=[CH:25][C:24]([N+:27]([O-])=O)=[CH:23][CH:22]=2)=[O:19])=[CH:6][CH:5]=1)([O-])=O, predict the reaction product. The product is: [NH2:27][C:24]1[CH:25]=[CH:26][C:21]([O:20][C:18](=[O:19])[CH2:17][O:16][CH2:15][CH2:14][O:13][CH2:12][C:11]([O:10][C:7]2[CH:6]=[CH:5][C:4]([NH2:1])=[CH:9][CH:8]=2)=[O:30])=[CH:22][CH:23]=1. (5) Given the reactants [CH3:1][C:2]([NH:11][C:12](=[O:17])[C:13]([F:16])([F:15])[F:14])([CH3:10])[CH2:3][C:4]1[CH:9]=[CH:8][CH:7]=[CH:6][CH:5]=1.[C:18](Cl)(=[O:20])[CH3:19].[Cl-].[Al+3].[Cl-].[Cl-], predict the reaction product. The product is: [C:18]([C:7]1[CH:8]=[CH:9][C:4]([CH2:3][C:2]([NH:11][C:12](=[O:17])[C:13]([F:16])([F:14])[F:15])([CH3:1])[CH3:10])=[CH:5][CH:6]=1)(=[O:20])[CH3:19].